Dataset: Forward reaction prediction with 1.9M reactions from USPTO patents (1976-2016). Task: Predict the product of the given reaction. (1) Given the reactants [CH3:1][C:2]1[NH:3][C:4](=[O:35])[C:5]2[C:10]([C:11]3[CH:16]=[CH:15][CH:14]=[CH:13][CH:12]=3)=[C:9]([C:17]3[CH:22]=[CH:21][C:20]([C:23]4([NH:27][C:28](=[O:34])[O:29][C:30]([CH3:33])([CH3:32])[CH3:31])[CH2:26][CH2:25][CH2:24]4)=[CH:19][CH:18]=3)[O:8][C:6]=2[N:7]=1.C([O-])([O-])=O.[Cs+].[Cs+].[F:42][C:43]([F:47])([F:46])[CH2:44]I, predict the reaction product. The product is: [CH3:1][C:2]1[N:3]([CH2:44][C:43]([F:47])([F:46])[F:42])[C:4](=[O:35])[C:5]2[C:10]([C:11]3[CH:12]=[CH:13][CH:14]=[CH:15][CH:16]=3)=[C:9]([C:17]3[CH:22]=[CH:21][C:20]([C:23]4([NH:27][C:28](=[O:34])[O:29][C:30]([CH3:31])([CH3:33])[CH3:32])[CH2:24][CH2:25][CH2:26]4)=[CH:19][CH:18]=3)[O:8][C:6]=2[N:7]=1. (2) Given the reactants [CH3:1][N:2]1[C:6]([CH3:7])=[C:5]([N:8]=O)[C:4](=[O:10])[N:3]1[C:11]1[CH:16]=[CH:15][CH:14]=[CH:13][CH:12]=1.[CH3:17][C:18]1[CH:23]=[CH:22][C:21]([NH2:24])=[CH:20][C:19]=1[NH2:25].[Cl:26]([O-:30])(=[O:29])(=[O:28])=[O:27].[Na+], predict the reaction product. The product is: [Cl:26]([O-:30])(=[O:29])(=[O:28])=[O:27].[NH2:24][C:21]1/[C:22](=[N:8]/[C:5]2[C:4](=[O:10])[N:3]([C:11]3[CH:16]=[CH:15][CH:14]=[CH:13][CH:12]=3)[N:2]([CH3:1])[C:6]=2[CH3:7])/[CH:23]=[C:18]([CH3:17])[C:19](=[NH2+:25])[CH:20]=1. (3) Given the reactants [CH2:1](O)[CH2:2][C:3]#[C:4][CH2:5][CH2:6][CH2:7][CH3:8].C1(P(C2C=CC=CC=2)C2C=CC=CC=2)C=CC=CC=1.C1C(=O)N([Br:36])C(=O)C1, predict the reaction product. The product is: [Br:36][CH2:1][CH2:2][C:3]#[C:4][CH2:5][CH2:6][CH2:7][CH3:8].